This data is from hERG potassium channel inhibition data for cardiac toxicity prediction from Karim et al.. The task is: Regression/Classification. Given a drug SMILES string, predict its toxicity properties. Task type varies by dataset: regression for continuous values (e.g., LD50, hERG inhibition percentage) or binary classification for toxic/non-toxic outcomes (e.g., AMES mutagenicity, cardiotoxicity, hepatotoxicity). Dataset: herg_karim. (1) The compound is COc1ccc2c(=O)n(CC(O)CO)c(C#N)c(-c3ccccc3)c2c1. The result is 0 (non-blocker). (2) The drug is CC(C)c1noc(N2CCC([C@H]3C[C@H]3CCOc3ccc(CC(=O)N4CCC4)c(F)c3)CC2)n1. The result is 1 (blocker). (3) The compound is N[C@H]1CN(c2ccncn2)CC[C@@H]1c1cc(F)c(F)cc1F.O=C(O)C(F)(F)F. The result is 0 (non-blocker). (4) The drug is CCC(C)Nc1ncc(C(=O)Nc2cc(C(=O)NC)ccc2C)s1. The result is 1 (blocker). (5) The drug is CN=[S+](C)([O-])c1ccc(Nc2ncc(C(F)(F)F)c(N[C@@H]3CCC[C@H]3N(C)C)n2)cc1. The result is 0 (non-blocker).